Task: Predict the reactants needed to synthesize the given product.. Dataset: Full USPTO retrosynthesis dataset with 1.9M reactions from patents (1976-2016) (1) Given the product [CH:1]1([N:4]2[C:8]3[C:9]([O:25][C@@H:26]([C@@H:28]4[CH2:32][C:31](=[O:33])[NH:30][CH2:29]4)[CH3:27])=[N:10][C:11]([C:61]4[CH:62]=[C:63]5[C:58]([C:57]([CH3:64])([CH3:65])[C:56](=[O:66])[N:55]5[CH2:54][CH2:53][N:52]([CH3:51])[CH3:67])=[CH:59][CH:60]=4)=[CH:12][C:7]=3[N:6]=[CH:5]2)[CH2:2][CH2:3]1, predict the reactants needed to synthesize it. The reactants are: [CH:1]1([N:4]2[C:8]3[C:9]([O:25][C@@H:26]([C@@H:28]4[CH2:32][C:31](=[O:33])[N:30]([C@@H](C5C=CC(OC)=CC=5)C)[CH2:29]4)[CH3:27])=[N:10][C:11](C4C=C5C(C(C)(C)C(=O)N5)=CC=4)=[CH:12][C:7]=3[N:6]=[CH:5]2)[CH2:3][CH2:2]1.Cl.ClCCN(C)C.[CH3:51][N:52]([CH3:67])[CH2:53][CH2:54][N:55]1[C:63]2[C:58](=[CH:59][CH:60]=[CH:61][CH:62]=2)[C:57]([CH3:65])([CH3:64])[C:56]1=[O:66]. (2) Given the product [F:1][C:2]1[CH:3]=[CH:4][C:5]([CH2:8][C:9]2[CH:18]=[C:17]3[C:12]([C:13]([OH:36])=[C:14]([C:31]([NH:37][CH2:38][CH:39]([OH:42])[CH2:40][CH3:41])=[O:32])[C:15](=[O:30])[N:16]3[CH2:19][CH2:20][CH2:21][N:22]3[CH2:28][CH2:27][CH2:26][CH2:25][CH2:24][C:23]3=[O:29])=[N:11][CH:10]=2)=[CH:6][CH:7]=1, predict the reactants needed to synthesize it. The reactants are: [F:1][C:2]1[CH:7]=[CH:6][C:5]([CH2:8][C:9]2[CH:18]=[C:17]3[C:12]([C:13]([OH:36])=[C:14]([C:31](OCC)=[O:32])[C:15](=[O:30])[N:16]3[CH2:19][CH2:20][CH2:21][N:22]3[CH2:28][CH2:27][CH2:26][CH2:25][CH2:24][C:23]3=[O:29])=[N:11][CH:10]=2)=[CH:4][CH:3]=1.[NH2:37][CH2:38][CH:39]([OH:42])[CH2:40][CH3:41]. (3) Given the product [S:26]1[C:27]2[CH:33]=[CH:32][CH:31]=[CH:30][C:28]=2[N:29]=[C:25]1[O:1][C:2]1[CH:3]=[CH:4][C:5]([O:6][CH2:7][CH2:8][N:9]2[CH2:14][CH2:13][CH:12]([OH:15])[CH2:11][CH2:10]2)=[CH:16][CH:17]=1, predict the reactants needed to synthesize it. The reactants are: [OH:1][C:2]1[CH:17]=[CH:16][C:5]([O:6][CH2:7][CH2:8][N:9]2[CH2:14][CH2:13][CH:12]([OH:15])[CH2:11][CH2:10]2)=[CH:4][CH:3]=1.C([O-])([O-])=O.[Cs+].[Cs+].Cl[C:25]1[S:26][C:27]2[CH:33]=[CH:32][CH:31]=[CH:30][C:28]=2[N:29]=1. (4) Given the product [O:1]1[C:5]2=[CH:6][CH:7]=[CH:8][C:9]([C:10]([OH:12])=[O:11])=[C:4]2[CH2:3][CH2:2]1, predict the reactants needed to synthesize it. The reactants are: [O:1]1[C:5]2=[CH:6][CH:7]=[CH:8][C:9]([C:10]([OH:12])=[O:11])=[C:4]2[CH:3]=[CH:2]1.